Dataset: Forward reaction prediction with 1.9M reactions from USPTO patents (1976-2016). Task: Predict the product of the given reaction. (1) The product is: [CH3:24][C@H:19]1[CH2:20][O:21][CH2:22][CH2:23][N:18]1[C:10]1[N:9]=[C:8]([C:5]2[CH:4]=[CH:3][C:2]([NH:1][C:37]([O:36][C:30]3[CH:35]=[CH:34][CH:33]=[CH:32][CH:31]=3)=[O:38])=[CH:7][CH:6]=2)[N:13]=[C:12]([C:14]([O:16][CH3:17])=[O:15])[CH:11]=1. Given the reactants [NH2:1][C:2]1[CH:7]=[CH:6][C:5]([C:8]2[N:13]=[C:12]([C:14]([O:16][CH3:17])=[O:15])[CH:11]=[C:10]([N:18]3[CH2:23][CH2:22][O:21][CH2:20][C@@H:19]3[CH3:24])[N:9]=2)=[CH:4][CH:3]=1.C(=O)(O)[O-].[Na+].[C:30]1([O:36][C:37](Cl)=[O:38])[CH:35]=[CH:34][CH:33]=[CH:32][CH:31]=1, predict the reaction product. (2) Given the reactants C[O:2][C:3](=[O:22])[C:4]1[CH:9]=[C:8]([S:10](=[O:14])(=[O:13])[NH:11][CH3:12])[CH:7]=[CH:6][C:5]=1[O:15][CH:16]([CH3:21])[C:17]([F:20])([F:19])[F:18].[OH-].[Na+], predict the reaction product. The product is: [CH3:12][NH:11][S:10]([C:8]1[CH:7]=[CH:6][C:5]([O:15][CH:16]([CH3:21])[C:17]([F:19])([F:18])[F:20])=[C:4]([CH:9]=1)[C:3]([OH:22])=[O:2])(=[O:13])=[O:14]. (3) Given the reactants Br[C:2]1[CH:11]=[C:10]2[C:5]([C:6]([CH3:20])([CH3:19])[CH2:7][C:8](C(=O)C)=[C:9]2[C:12]([CH3:15])([CH3:14])[CH3:13])=[CH:4][C:3]=1[O:21][CH2:22][CH3:23].[CH3:24][CH2:25][O:26][C:27]([CH:29](P(OCC)(OCC)=O)[F:30])=[O:28].[CH:39]([N-]C(C)C)(C)[CH3:40].[Li+], predict the reaction product. The product is: [F:30]/[C:29](=[C:39](/[C:2]1[CH:11]=[C:10]2[C:5]([C:6]([CH3:19])([CH3:20])[CH2:7][CH:8]=[C:9]2[C:12]([CH3:15])([CH3:14])[CH3:13])=[CH:4][C:3]=1[O:21][CH2:22][CH3:23])\[CH3:40])/[C:27]([O:26][CH2:25][CH3:24])=[O:28]. (4) Given the reactants [N:1]1([C:11]([O:13][C:14]([CH3:17])([CH3:16])[CH3:15])=[O:12])[CH2:6][CH2:5][CH:4]([C:7]([O:9][CH3:10])=[O:8])[CH2:3][CH2:2]1.C[Si]([N-][Si](C)(C)C)(C)C.[Li+].Br[CH2:29][C:30](=[CH2:40])[CH2:31][O:32][Si:33]([C:36]([CH3:39])([CH3:38])[CH3:37])([CH3:35])[CH3:34], predict the reaction product. The product is: [Si:33]([O:32][CH2:31][C:30](=[CH2:29])[CH2:40][C:4]1([C:7]([O:9][CH3:10])=[O:8])[CH2:3][CH2:2][N:1]([C:11]([O:13][C:14]([CH3:17])([CH3:16])[CH3:15])=[O:12])[CH2:6][CH2:5]1)([C:36]([CH3:37])([CH3:38])[CH3:39])([CH3:34])[CH3:35].